From a dataset of Reaction yield outcomes from USPTO patents with 853,638 reactions. Predict the reaction yield, written as a fraction of the theoretical maximum amount of product (1.0 means a 100% yield; for example, 0.34 means a 34% yield). (1) The catalyst is C(OCC)C.[Fe].O. The reactants are S(=O)(=O)(O)O.[CH3:6][C:7]1[CH:8]=[C:9]([CH:13]=[CH:14][CH:15]=1)[N:10]([CH3:12])[CH3:11].[N:16]([O-])=O.[Na+].[ClH:20]. The product is [ClH:20].[ClH:20].[CH3:6][C:7]1[C:8]([NH2:16])=[C:9]([N:10]([CH3:12])[CH3:11])[CH:13]=[CH:14][CH:15]=1. The yield is 0.600. (2) The yield is 0.540. The product is [CH3:1][C:2]1[CH:3]=[C:4]([CH2:12][OH:13])[CH:5]=[N:6][C:7]=1[C:8]([F:11])([F:9])[F:10]. The catalyst is C(Cl)Cl.CO. The reactants are [CH3:1][C:2]1[CH:3]=[C:4]([C:12](OC)=[O:13])[CH:5]=[N:6][C:7]=1[C:8]([F:11])([F:10])[F:9].CC(C[AlH]CC(C)C)C. (3) The reactants are [C:1]([O:5][C:6]([NH:8][C:9]1[CH:17]=[CH:16][CH:15]=[CH:14][C:10]=1[C:11]([OH:13])=O)=[O:7])([CH3:4])([CH3:3])[CH3:2].[CH2:18]([NH2:21])[CH2:19][CH3:20].O1CCCC1.Cl.CN(C)CCCN=C=NCC.ON1C2C=CC=CC=2N=N1.C(=O)(O)[O-].[Na+]. No catalyst specified. The product is [C:1]([O:5][C:6](=[O:7])[NH:8][C:9]1[CH:17]=[CH:16][CH:15]=[CH:14][C:10]=1[C:11](=[O:13])[NH:21][CH2:18][CH2:19][CH3:20])([CH3:2])([CH3:3])[CH3:4]. The yield is 0.490. (4) The reactants are C(Cl)(Cl)Cl.[Cl:5][C:6]1[CH:7]=[C:8]([CH:12]2[C:16]([OH:17])=[C:15]([C:18]([CH3:20])=[O:19])[CH2:14][S:13]2)[CH:9]=[CH:10][CH:11]=1.S(Cl)(Cl)(=O)=O. The catalyst is O. The product is [Cl:5][C:6]1[CH:7]=[C:8]([C:12]2[S:13][CH:14]=[C:15]([C:18]([CH3:20])=[O:19])[C:16]=2[OH:17])[CH:9]=[CH:10][CH:11]=1. The yield is 0.990. (5) The yield is 0.870. The catalyst is CCOC(C)=O. The product is [NH2:7][C@H:8]1[CH2:9][CH2:10][C@H:11]([CH2:14][NH:15][C:16]2[C:21]([Cl:22])=[CH:20][N:19]=[C:18]([NH:32][CH2:31][C:30]3[CH:33]=[CH:34][CH:35]=[CH:36][C:29]=3[O:28][C:27]([F:26])([F:37])[F:38])[N:17]=2)[CH2:12][CH2:13]1. The reactants are C(OC(=O)[NH:7][CH:8]1[CH2:13][CH2:12][CH:11]([CH2:14][NH:15][C:16]2[C:21]([Cl:22])=[CH:20][N:19]=[C:18](Cl)[N:17]=2)[CH2:10][CH2:9]1)(C)(C)C.Cl.[F:26][C:27]([F:38])([F:37])[O:28][C:29]1[CH:36]=[CH:35][CH:34]=[CH:33][C:30]=1[CH2:31][NH2:32]. (6) The yield is 0.980. The reactants are C1(C)C=CC=CC=1.[CH2:8]([C@H:11]1[CH2:16][CH2:15][C@H:14]([C:17]([OH:19])=O)[CH2:13][CH2:12]1)[CH2:9][CH3:10].S(Cl)([Cl:22])=O. The product is [CH2:8]([C@H:11]1[CH2:16][CH2:15][C@H:14]([C:17]([Cl:22])=[O:19])[CH2:13][CH2:12]1)[CH2:9][CH3:10]. The catalyst is N1C=CC=CC=1. (7) The reactants are COC1C=C(OC)C=CC=1C[N:6]([C:33]1[CH:38]=[CH:37][N:36]=[CH:35][N:34]=1)[S:7]([C:10]1[CH:15]=[C:14]([CH3:16])[C:13]([O:17][C@@H:18]2[CH2:23][CH2:22][CH2:21][CH2:20][C@H:19]2[C:24]2[CH:25]=[N:26][N:27](COC)[CH:28]=2)=[CH:12][C:11]=1[F:32])(=[O:9])=[O:8].C([SiH](CC)CC)C.FC(F)(F)C(O)=O.Cl. The catalyst is CO.ClCCl. The product is [F:32][C:11]1[CH:12]=[C:13]([O:17][C@@H:18]2[CH2:23][CH2:22][CH2:21][CH2:20][C@H:19]2[C:24]2[CH:25]=[N:26][NH:27][CH:28]=2)[C:14]([CH3:16])=[CH:15][C:10]=1[S:7]([NH:6][C:33]1[CH:38]=[CH:37][N:36]=[CH:35][N:34]=1)(=[O:8])=[O:9]. The yield is 0.520.